This data is from Merck oncology drug combination screen with 23,052 pairs across 39 cell lines. The task is: Regression. Given two drug SMILES strings and cell line genomic features, predict the synergy score measuring deviation from expected non-interaction effect. (1) Synergy scores: synergy=43.1. Drug 1: COc1cc(C2c3cc4c(cc3C(OC3OC5COC(C)OC5C(O)C3O)C3COC(=O)C23)OCO4)cc(OC)c1O. Drug 2: NC1(c2ccc(-c3nc4ccn5c(=O)[nH]nc5c4cc3-c3ccccc3)cc2)CCC1. Cell line: NCIH2122. (2) Drug 1: N#Cc1ccc(Cn2cncc2CN2CCN(c3cccc(Cl)c3)C(=O)C2)cc1. Drug 2: CC1(c2nc3c(C(N)=O)cccc3[nH]2)CCCN1. Cell line: OV90. Synergy scores: synergy=15.0. (3) Drug 1: O=C(O)C1(Cc2cccc(Nc3nccs3)n2)CCC(Oc2cccc(Cl)c2F)CC1. Drug 2: COC1CC2CCC(C)C(O)(O2)C(=O)C(=O)N2CCCCC2C(=O)OC(C(C)CC2CCC(OP(C)(C)=O)C(OC)C2)CC(=O)C(C)C=C(C)C(O)C(OC)C(=O)C(C)CC(C)C=CC=CC=C1C. Cell line: NCIH460. Synergy scores: synergy=-10.6. (4) Drug 1: CCC1=CC2CN(C1)Cc1c([nH]c3ccccc13)C(C(=O)OC)(c1cc3c(cc1OC)N(C)C1C(O)(C(=O)OC)C(OC(C)=O)C4(CC)C=CCN5CCC31C54)C2. Drug 2: CCc1cnn2c(NCc3ccc[n+]([O-])c3)cc(N3CCCCC3CCO)nc12. Cell line: OV90. Synergy scores: synergy=30.3.